This data is from Forward reaction prediction with 1.9M reactions from USPTO patents (1976-2016). The task is: Predict the product of the given reaction. (1) Given the reactants [H-].[Na+].C(OP([CH2:11][C:12]1[CH:13]=[C:14]([CH:26]=[C:27]([CH3:29])[CH:28]=1)[O:15][C:16]1[CH:21]=[CH:20][C:19]([C:22]([F:25])([F:24])[F:23])=[CH:18][N:17]=1)(OCC)=O)C.[O:30]1[C:34]2([CH2:39][CH2:38][C:37](=O)[CH2:36][CH2:35]2)[O:33][CH2:32][CH2:31]1, predict the reaction product. The product is: [O:30]1[C:34]2([CH2:39][CH2:38][C:37](=[CH:11][C:12]3[CH:13]=[C:14]([CH:26]=[C:27]([CH3:29])[CH:28]=3)[O:15][C:16]3[CH:21]=[CH:20][C:19]([C:22]([F:24])([F:25])[F:23])=[CH:18][N:17]=3)[CH2:36][CH2:35]2)[O:33][CH2:32][CH2:31]1. (2) Given the reactants [F:1][C:2]1[CH:8]=[CH:7][CH:6]=[C:5]([F:9])[C:3]=1[NH2:4].[N-:10]([C:13]#[N:14])[C:11]#[N:12].[Na+], predict the reaction product. The product is: [C:11]([N:10]=[C:13]([NH2:14])[NH:4][C:3]1[C:2]([F:1])=[CH:8][CH:7]=[CH:6][C:5]=1[F:9])#[N:12]. (3) Given the reactants [CH3:1][C:2]1[CH:11]=[CH:10][C:9]2[C:4](=[CH:5][C:6]3[CH2:16][CH2:15][NH:14][CH2:13][CH2:12][C:7]=3[CH:8]=2)[N:3]=1.ClC1C=CC2C(=CC3CCN([C:33](=[O:38])[C:34]([F:37])([F:36])[F:35])CCC=3C=2)N=1.C[Sn](C)(C)C.C(=O)([O-])[O-:45].[K+].[K+], predict the reaction product. The product is: [F:35][C:34]([F:37])([F:36])[C:33]([OH:38])=[O:45].[CH3:1][C:2]1[CH:11]=[CH:10][C:9]2[C:4](=[CH:5][C:6]3[CH2:16][CH2:15][NH:14][CH2:13][CH2:12][C:7]=3[CH:8]=2)[N:3]=1. (4) Given the reactants [OH-:1].[K+].[NH:3]1[C:11]2[C:6](=[CH:7][CH:8]=[CH:9][CH:10]=2)[C:5](=O)[C:4]1=[O:13].[CH3:14][CH2:15][O:16][C:17]([CH3:19])=O, predict the reaction product. The product is: [CH2:15]([O:16][C:17]1[CH:19]=[CH:11][C:6]([C:7]2[CH:8]=[C:5]([C:4]([OH:13])=[O:1])[C:6]3[C:11](=[CH:10][CH:9]=[CH:8][CH:7]=3)[N:3]=2)=[CH:5][CH:4]=1)[CH3:14]. (5) Given the reactants [Br:1]N1C(=O)CCC1=O.CSC.[Cl:12][C:13]1[CH:14]=[CH:15][C:16](=[O:27])[N:17]([C:19]2[CH:24]=[CH:23][C:22]([CH2:25]O)=[CH:21][CH:20]=2)[CH:18]=1.O, predict the reaction product. The product is: [Br:1][CH2:25][C:22]1[CH:23]=[CH:24][C:19]([N:17]2[CH:18]=[C:13]([Cl:12])[CH:14]=[CH:15][C:16]2=[O:27])=[CH:20][CH:21]=1. (6) Given the reactants II.[Mg].Br[C:5]1[S:6][CH:7]=[CH:8][CH:9]=1.[N:10]1([C:14]2(C#N)[CH2:23][CH2:22][C:17]3([O:21][CH2:20][CH2:19][O:18]3)[CH2:16][CH2:15]2)[CH2:13][CH2:12][CH2:11]1, predict the reaction product. The product is: [S:6]1[CH:7]=[CH:8][CH:9]=[C:5]1[C:14]1([N:10]2[CH2:11][CH2:12][CH2:13]2)[CH2:23][CH2:22][C:17]2([O:18][CH2:19][CH2:20][O:21]2)[CH2:16][CH2:15]1. (7) Given the reactants [NH:1]1[CH:5]=[C:4]([C:6]#[N:7])[CH:3]=[N:2]1.C(=O)([O-])[O-].[K+].[K+].Br[CH2:15][C:16]([O:18][CH2:19][CH3:20])=[O:17], predict the reaction product. The product is: [C:6]([C:4]1[CH:5]=[N:1][N:2]([CH2:15][C:16]([O:18][CH2:19][CH3:20])=[O:17])[CH:3]=1)#[N:7].